From a dataset of Forward reaction prediction with 1.9M reactions from USPTO patents (1976-2016). Predict the product of the given reaction. The product is: [C:1]([O:5][C:6]([N:8]1[CH2:16][C:15]2[C:10](=[C:11]([O:23][CH2:24][CH2:25][C:26]3[N:27]=[C:28]([C:32]4[CH:33]=[CH:34][CH:35]=[CH:36][CH:37]=4)[O:29][C:30]=3[CH3:31])[CH:12]=[CH:13][C:14]=2[CH2:17][CH2:18][C:19]([OH:21])=[O:20])[CH2:9]1)=[O:7])([CH3:4])([CH3:2])[CH3:3]. Given the reactants [C:1]([O:5][C:6]([N:8]1[CH2:16][C:15]2[C:10](=[C:11]([O:23][CH2:24][CH2:25][C:26]3[N:27]=[C:28]([C:32]4[CH:37]=[CH:36][CH:35]=[CH:34][CH:33]=4)[O:29][C:30]=3[CH3:31])[CH:12]=[CH:13][C:14]=2[CH2:17][CH2:18][C:19]([O:21]C)=[O:20])[CH2:9]1)=[O:7])([CH3:4])([CH3:3])[CH3:2].[OH-].[Na+], predict the reaction product.